Dataset: HIV replication inhibition screening data with 41,000+ compounds from the AIDS Antiviral Screen. Task: Binary Classification. Given a drug SMILES string, predict its activity (active/inactive) in a high-throughput screening assay against a specified biological target. (1) The drug is O=C(OC1(c2ccccc2)OC(=O)c2ccccc21)c1ccccc1C(=O)c1ccccc1. The result is 0 (inactive). (2) The compound is COc1c(C)cc(C(=O)c2cc(C)c(OC)c(Br)c2)cc1Br. The result is 0 (inactive). (3) The drug is CCOC(=O)CN1CCC(C2(c3cc4ccccc4[nH]3)OCCO2)CC1. The result is 0 (inactive). (4) The molecule is Cc1cccnc1NC=C1C(=O)NC(=O)N(C)C1=O. The result is 0 (inactive). (5) The compound is N#CC1(C#N)C2CCCCC23OC(=N)C1(C#N)C(c1ccccc1)O3. The result is 0 (inactive).